This data is from Peptide-MHC class II binding affinity with 134,281 pairs from IEDB. The task is: Regression. Given a peptide amino acid sequence and an MHC pseudo amino acid sequence, predict their binding affinity value. This is MHC class II binding data. (1) The peptide sequence is AVKQAYAATVAAAPQ. The MHC is DRB4_0101 with pseudo-sequence DRB4_0103. The binding affinity (normalized) is 0.241. (2) The peptide sequence is RQEKWMTGRMGERQL. The MHC is DRB1_0301 with pseudo-sequence DRB1_0301. The binding affinity (normalized) is 0.165. (3) The peptide sequence is APYVAWMRATAIQAE. The MHC is HLA-DPA10301-DPB10402 with pseudo-sequence HLA-DPA10301-DPB10402. The binding affinity (normalized) is 0.470. (4) The peptide sequence is EVDQTKIQYVIRAQL. The MHC is DRB1_1501 with pseudo-sequence DRB1_1501. The binding affinity (normalized) is 0.160. (5) The peptide sequence is QGFIFFFLFNILTGK. The MHC is DRB5_0101 with pseudo-sequence DRB5_0101. The binding affinity (normalized) is 0. (6) The peptide sequence is PTLLFLKVPAQNAIST. The MHC is DRB1_0404 with pseudo-sequence DRB1_0404. The binding affinity (normalized) is 0.797. (7) The peptide sequence is MSYNLLGFLQRSSNF. The MHC is DRB1_0401 with pseudo-sequence DRB1_0401. The binding affinity (normalized) is 0.454. (8) The peptide sequence is VLSFELLNAPATVCG. The MHC is DRB1_0301 with pseudo-sequence DRB1_0301. The binding affinity (normalized) is 0.156.